Dataset: Forward reaction prediction with 1.9M reactions from USPTO patents (1976-2016). Task: Predict the product of the given reaction. (1) Given the reactants [Cl:1][C:2]1[CH:3]=[CH:4][C:5]2[NH:11][C:10]3[CH:12]=[CH:13][CH:14]=[CH:15][C:9]=3[C:8](SC)=[N:7][C:6]=2[CH:18]=1.[NH2:19][CH:20]1[CH2:24][CH2:23][N:22](NC(OC(C)(C)C)=O)[CH2:21]1, predict the reaction product. The product is: [Cl:1][C:2]1[CH:3]=[CH:4][C:5]2[NH:11][C:10]3[CH:12]=[CH:13][CH:14]=[CH:15][C:9]=3[C:8]([NH:19][CH:20]3[CH2:24][CH2:23][NH:22][CH2:21]3)=[N:7][C:6]=2[CH:18]=1. (2) Given the reactants C(=O)([O-])[O-].[Cs+].[Cs+].[C:7]1([OH:13])[CH:12]=[CH:11][CH:10]=[CH:9][CH:8]=1.Br[C:15]1[CH:20]=[C:19]([CH:21]([CH3:23])[CH3:22])[CH:18]=[CH:17][C:16]=1[O:24][CH3:25].[Cl-].CC(C)(C(=O)CC(=O)C(C)(C)C)C, predict the reaction product. The product is: [CH:21]([C:19]1[CH:18]=[CH:17][C:16]([O:24][CH3:25])=[C:15]([O:13][C:7]2[CH:12]=[CH:11][CH:10]=[CH:9][CH:8]=2)[CH:20]=1)([CH3:23])[CH3:22]. (3) Given the reactants [CH3:1][O:2][C:3]([C:5]1[CH:10]=[C:9](Cl)[N:8]=[C:7]([C:12]2[CH:17]=[CH:16][N:15]=[C:14]([NH:18][CH:19]3[CH2:24][CH2:23][CH2:22][CH2:21][CH2:20]3)[CH:13]=2)[CH:6]=1)=[O:4].[C:25]([O:29][C:30]([N:32]1[CH2:36][CH2:35][C@@H:34]([NH2:37])[CH2:33]1)=[O:31])([CH3:28])([CH3:27])[CH3:26].C1C=CC(P(C2C(C3C(P(C4C=CC=CC=4)C4C=CC=CC=4)=CC=C4C=3C=CC=C4)=C3C(C=CC=C3)=CC=2)C2C=CC=CC=2)=CC=1.C([O-])([O-])=O.[Cs+].[Cs+], predict the reaction product. The product is: [CH3:1][O:2][C:3]([C:5]1[CH:10]=[C:9]([NH:37][C@@H:34]2[CH2:35][CH2:36][N:32]([C:30]([O:29][C:25]([CH3:28])([CH3:27])[CH3:26])=[O:31])[CH2:33]2)[N:8]=[C:7]([C:12]2[CH:17]=[CH:16][N:15]=[C:14]([NH:18][CH:19]3[CH2:24][CH2:23][CH2:22][CH2:21][CH2:20]3)[CH:13]=2)[CH:6]=1)=[O:4].